This data is from Catalyst prediction with 721,799 reactions and 888 catalyst types from USPTO. The task is: Predict which catalyst facilitates the given reaction. (1) Reactant: [F:1][C:2]1[CH:3]=[CH:4][C:5]([N:10]=[C:11]2[CH2:15][CH2:14][CH2:13][N:12]2[CH2:16][C:17]2[CH:22]=[CH:21][CH:20]=[CH:19][CH:18]=2)=[C:6]([CH:9]=1)[C:7]#[N:8].[Na].C[Si](C)(C)N[Si](C)(C)C.C(OCC)(=O)C.[Cl-:39].[Na+].O. Product: [ClH:39].[CH2:16]([N:12]1[C:11]2=[N:10][C:5]3[C:6]([C:7]([NH2:8])=[C:15]2[CH2:14][CH2:13]1)=[CH:9][C:2]([F:1])=[CH:3][CH:4]=3)[C:17]1[CH:22]=[CH:21][CH:20]=[CH:19][CH:18]=1. The catalyst class is: 7. (2) Reactant: [Cl:1][C:2]1[CH:7]=[CH:6][CH:5]=[C:4]([N+:8]([O-])=O)[C:3]=1[NH:11][CH3:12].C(O)(=O)C. Product: [Cl:1][C:2]1[CH:7]=[CH:6][CH:5]=[C:4]([NH2:8])[C:3]=1[NH:11][CH3:12]. The catalyst class is: 314. (3) Reactant: I[C:2]1[C:10]2[C:9]([NH2:11])=[N:8][CH:7]=[N:6][C:5]=2[N:4]([C@H:12]2[CH2:15][C@@H:14]([N:16]3[CH2:21][CH2:20][S:19](=[O:22])[CH2:18][CH2:17]3)[CH2:13]2)[CH:3]=1.CC1(C)C(C)(C)OB([C:31]2[CH:36]=[CH:35][CH:34]=[C:33]([O:37][CH2:38][C@@H:39]3[CH2:43][CH2:42][CH2:41][O:40]3)[CH:32]=2)O1. Product: [O:22]=[S:19]1[CH2:20][CH2:21][N:16]([C@@H:14]2[CH2:15][C@H:12]([N:4]3[C:5]4[N:6]=[CH:7][N:8]=[C:9]([NH2:11])[C:10]=4[C:2]([C:31]4[CH:36]=[CH:35][CH:34]=[C:33]([O:37][CH2:38][C@@H:39]5[CH2:43][CH2:42][CH2:41][O:40]5)[CH:32]=4)=[CH:3]3)[CH2:13]2)[CH2:17][CH2:18]1. The catalyst class is: 61. (4) Reactant: [F:1][C:2]1[CH:22]=[CH:21][C:5]([CH2:6][N:7]2[C:11]3=[CH:12][N:13]=[C:14]([C:17]([O:19]C)=O)[C:15]([OH:16])=[C:10]3[CH:9]=[CH:8]2)=[CH:4][CH:3]=1.[OH-].[Na+].[CH3:25][O:26][NH2:27].C(O)(=O)C. Product: [F:1][C:2]1[CH:3]=[CH:4][C:5]([CH2:6][N:7]2[C:11]3=[CH:12][N:13]=[C:14]([C:17]([NH:27][O:26][CH3:25])=[O:19])[C:15]([OH:16])=[C:10]3[CH:9]=[CH:8]2)=[CH:21][CH:22]=1. The catalyst class is: 24. (5) Reactant: [NH2:1][C:2]1[CH:7]=[CH:6][C:5]([Cl:8])=[CH:4][C:3]=1[CH:9]([C:11]1[CH:16]=[CH:15][CH:14]=[C:13]([O:17][CH3:18])[C:12]=1[O:19][CH:20]([F:22])[F:21])[OH:10].[CH3:23][O:24][C:25]1[CH:32]=[C:31]([O:33][CH3:34])[CH:30]=[CH:29][C:26]=1[CH:27]=O.[BH4-].[Na+]. Product: [Cl:8][C:5]1[CH:6]=[CH:7][C:2]([NH:1][CH2:27][C:26]2[CH:29]=[CH:30][C:31]([O:33][CH3:34])=[CH:32][C:25]=2[O:24][CH3:23])=[C:3]([CH:9]([C:11]2[CH:16]=[CH:15][CH:14]=[C:13]([O:17][CH3:18])[C:12]=2[O:19][CH:20]([F:22])[F:21])[OH:10])[CH:4]=1. The catalyst class is: 342. (6) Reactant: [C:1](Cl)(=[O:4])[CH2:2][CH3:3].[NH2:6][C:7]1[CH:8]=[C:9]([CH:13]2[CH2:18][CH2:17][N:16]([C:19]([O:21][C:22]([CH3:25])([CH3:24])[CH3:23])=[O:20])[CH2:15][CH2:14]2)[CH:10]=[CH:11][CH:12]=1.O. Product: [C:1]([NH:6][C:7]1[CH:8]=[C:9]([CH:13]2[CH2:14][CH2:15][N:16]([C:19]([O:21][C:22]([CH3:25])([CH3:24])[CH3:23])=[O:20])[CH2:17][CH2:18]2)[CH:10]=[CH:11][CH:12]=1)(=[O:4])[CH2:2][CH3:3]. The catalyst class is: 1. (7) Reactant: [NH2:1][C:2]1[CH:7]=[CH:6][CH:5]=[CH:4][CH:3]=1.[Br:8][CH2:9][C:10](Cl)=[O:11].C(N(CC)CC)C.Cl. Product: [Br:8][CH2:9][C:10]([NH:1][C:2]1[CH:7]=[CH:6][CH:5]=[CH:4][CH:3]=1)=[O:11]. The catalyst class is: 7. (8) Reactant: [CH3:1][O:2][CH2:3][CH2:4][NH2:5].[Br:6][C:7]1[C:8]([C@H:17]([NH:27][C:28](=[O:43])[CH2:29][N:30]2[C:38]3[CH2:37][CH2:36][CH2:35][CH2:34][C:33]=3[C:32]([C:39]([F:42])([F:41])[F:40])=[N:31]2)[CH2:18][C:19]2[CH:24]=[C:23]([F:25])[CH:22]=[C:21]([F:26])[CH:20]=2)=[N:9][C:10](S(C)(=O)=O)=[N:11][CH:12]=1. Product: [Br:6][C:7]1[C:8]([C@H:17]([NH:27][C:28](=[O:43])[CH2:29][N:30]2[C:38]3[CH2:37][CH2:36][CH2:35][CH2:34][C:33]=3[C:32]([C:39]([F:42])([F:41])[F:40])=[N:31]2)[CH2:18][C:19]2[CH:24]=[C:23]([F:25])[CH:22]=[C:21]([F:26])[CH:20]=2)=[N:9][C:10]([NH:5][CH2:4][CH2:3][O:2][CH3:1])=[N:11][CH:12]=1. The catalyst class is: 4. (9) Reactant: Br[C:2]1[CH:7]=[CH:6][C:5](Br)=[CH:4][C:3]=1[N+:9]([O-:11])=[O:10].[C:12]1(B(O)O)[C:21]2[C:16](=[CH:17][CH:18]=[CH:19][CH:20]=2)[CH:15]=[CH:14][CH:13]=1.C(=O)([O-])[O-].[K+].[K+]. Product: [N+:9]([C:3]1[CH:4]=[C:5]([C:12]2[C:21]3[C:16](=[CH:17][CH:18]=[CH:19][CH:20]=3)[CH:15]=[CH:14][CH:13]=2)[CH:6]=[CH:7][C:2]=1[C:20]1[C:21]2[C:16](=[CH:15][CH:14]=[CH:13][CH:12]=2)[CH:17]=[CH:18][CH:19]=1)([O-:11])=[O:10]. The catalyst class is: 109. (10) Reactant: CN(C(ON1N=NC2C=CC=NC1=2)=[N+](C)C)C.F[P-](F)(F)(F)(F)F.C(OC([NH:32][C:33]1([C:48](O)=O)[CH2:38][CH2:37][N:36]([C:39]2[C:40]3[CH:47]=[CH:46][NH:45][C:41]=3[N:42]=[CH:43][N:44]=2)[CH2:35][CH2:34]1)=O)(C)(C)C.CCN(C(C)C)C(C)C.[F:60][C:61]([F:71])([F:70])[C:62]1[CH:63]=[C:64]([NH2:69])[C:65]([NH2:68])=[CH:66][CH:67]=1. Product: [N:42]1[C:41]2[NH:45][CH:46]=[CH:47][C:40]=2[C:39]([N:36]2[CH2:35][CH2:34][C:33]([C:48]3[NH:69][C:64]4[CH:63]=[C:62]([C:61]([F:60])([F:70])[F:71])[CH:67]=[CH:66][C:65]=4[N:68]=3)([NH2:32])[CH2:38][CH2:37]2)=[N:44][CH:43]=1. The catalyst class is: 44.